From a dataset of Catalyst prediction with 721,799 reactions and 888 catalyst types from USPTO. Predict which catalyst facilitates the given reaction. (1) Reactant: Cl[C:2]1[C:7]([F:8])=[CH:6][CH:5]=[C:4]([Cl:9])[N:3]=1.[NH:10]1[CH2:15][CH2:14][CH2:13][C@H:12]([NH:16][C:17](=[O:23])[O:18][C:19]([CH3:22])([CH3:21])[CH3:20])[CH2:11]1.C(=O)([O-])[O-].[K+].[K+].CNCCNC. Product: [Cl:9][C:4]1[N:3]=[C:2]([N:10]2[CH2:15][CH2:14][CH2:13][C@H:12]([NH:16][C:17](=[O:23])[O:18][C:19]([CH3:21])([CH3:20])[CH3:22])[CH2:11]2)[C:7]([F:8])=[CH:6][CH:5]=1. The catalyst class is: 205. (2) Reactant: Cl[C:2]1[CH:7]=[C:6]([CH2:8][NH:9][C:10]2[N:11]=[CH:12][S:13][C:14]=2[C:15]([NH:17][C:18]2[CH:28]=[CH:27][C:21]3[O:22][C:23]([F:26])([F:25])[O:24][C:20]=3[CH:19]=2)=[O:16])[CH:5]=[CH:4][N:3]=1.Cl.[CH3:30][NH2:31]. Product: [F:25][C:23]1([F:26])[O:22][C:21]2[CH:27]=[CH:28][C:18]([NH:17][C:15]([C:14]3[S:13][CH:12]=[N:11][C:10]=3[NH:9][CH2:8][C:6]3[CH:5]=[CH:4][N:3]=[C:2]([NH:31][CH3:30])[CH:7]=3)=[O:16])=[CH:19][C:20]=2[O:24]1. The catalyst class is: 228. (3) Reactant: [Cl:1][C:2]1[CH:3]=[C:4]([N+:20]([O-])=O)[CH:5]=[C:6]([F:19])[C:7]=1[O:8][C:9]1[CH:10]=[N:11][C:12]2[C:17]([CH:18]=1)=[CH:16][CH:15]=[CH:14][CH:13]=2.[NH4+].[Cl-].O. Product: [Cl:1][C:2]1[CH:3]=[C:4]([NH2:20])[CH:5]=[C:6]([F:19])[C:7]=1[O:8][C:9]1[CH:10]=[N:11][C:12]2[C:17]([CH:18]=1)=[CH:16][CH:15]=[CH:14][CH:13]=2. The catalyst class is: 447. (4) Reactant: [CH3:1][O:2][C:3]1[CH:25]=[CH:24][C:6]([CH2:7][N:8]2[CH2:14][C:13]3[CH:15]=[CH:16][C:17]([C:19](OC)=[O:20])=[CH:18][C:12]=3[O:11][C@@H:10]([CH3:23])[CH2:9]2)=[CH:5][CH:4]=1.[OH-:26].[Na+].[NH2:28]O. The catalyst class is: 36. Product: [OH:26][NH:28][C:19]([C:17]1[CH:16]=[CH:15][C:13]2[CH2:14][N:8]([CH2:7][C:6]3[CH:24]=[CH:25][C:3]([O:2][CH3:1])=[CH:4][CH:5]=3)[CH2:9][C@H:10]([CH3:23])[O:11][C:12]=2[CH:18]=1)=[O:20]. (5) Reactant: [Br:1][C:2]1[C:7]([Cl:8])=[CH:6][C:5]([CH2:9][C:10]([OH:12])=[O:11])=[C:4]([C:13](=[O:24])[N:14]([C:16]2[CH:21]=[CH:20][CH:19]=[CH:18][C:17]=2[O:22][CH3:23])[CH3:15])[CH:3]=1.[CH3:25][Si:26]([CH3:31])([CH3:30])[CH2:27][CH2:28]O.C1CCC(N=C=NC2CCCCC2)CC1. Product: [CH3:25][Si:26]([CH3:31])([CH3:30])[CH2:27][CH2:28][O:11][C:10](=[O:12])[CH2:9][C:5]1[CH:6]=[C:7]([Cl:8])[C:2]([Br:1])=[CH:3][C:4]=1[C:13](=[O:24])[N:14]([C:16]1[CH:21]=[CH:20][CH:19]=[CH:18][C:17]=1[O:22][CH3:23])[CH3:15]. The catalyst class is: 79. (6) Reactant: CS(O[CH2:6][C@H:7]1[CH2:12][CH2:11][C@H:10]([NH:13][C:14]2[CH:19]=[C:18]([C:20]3[CH:25]=[CH:24][CH:23]=[C:22]([NH:26][CH2:27][C:28]4[CH:33]=[CH:32][CH:31]=[C:30]([F:34])[CH:29]=4)[N:21]=3)[C:17]([Cl:35])=[CH:16][N:15]=2)[CH2:9][CH2:8]1)(=O)=O.[CH3:36][NH2:37]. Product: [Cl:35][C:17]1[C:18]([C:20]2[CH:25]=[CH:24][CH:23]=[C:22]([NH:26][CH2:27][C:28]3[CH:33]=[CH:32][CH:31]=[C:30]([F:34])[CH:29]=3)[N:21]=2)=[CH:19][C:14]([NH:13][C@H:10]2[CH2:11][CH2:12][C@H:7]([CH2:6][NH:37][CH3:36])[CH2:8][CH2:9]2)=[N:15][CH:16]=1. The catalyst class is: 5. (7) Reactant: [C:1]([OH:7])(=O)[CH2:2][CH2:3][C:4]#[CH:5].C(Cl)(=O)C(Cl)=O.[NH:14]1[CH2:18][CH2:17][CH2:16][CH2:15]1.CCN(CC)CC. Product: [C:1]([N:14]1[CH2:18][CH2:17][CH2:16][CH2:15]1)(=[O:7])[CH2:2][CH2:3][C:4]#[CH:5]. The catalyst class is: 118. (8) Product: [CH3:23][O:1][C:2]1[CH:3]=[C:4]([C:8]2([C:19]([O:21][CH3:22])=[O:20])[CH2:9][CH2:10][N:11]([CH2:14][C:15]([F:18])([F:16])[F:17])[CH2:12][CH2:13]2)[CH:5]=[CH:6][CH:7]=1. The catalyst class is: 7. Reactant: [OH:1][C:2]1[CH:3]=[C:4]([C:8]2([C:19]([O:21][CH3:22])=[O:20])[CH2:13][CH2:12][N:11]([CH2:14][C:15]([F:18])([F:17])[F:16])[CH2:10][CH2:9]2)[CH:5]=[CH:6][CH:7]=1.[CH3:23]I.[H-].[Na+].[Cl-].[NH4+]. (9) Reactant: [H-].[Na+].[CH:3]1([CH2:9][N:10]2[C:14]3[CH:15]=[CH:16][C:17]([NH:19][C:20](=[O:22])[CH3:21])=[CH:18][C:13]=3[N:12]=[C:11]2[C:23]([CH3:26])([CH3:25])[CH3:24])[CH2:8][CH2:7][CH2:6][CH2:5][CH2:4]1.[CH3:27]I. Product: [CH:3]1([CH2:9][N:10]2[C:14]3[CH:15]=[CH:16][C:17]([N:19]([CH3:27])[C:20](=[O:22])[CH3:21])=[CH:18][C:13]=3[N:12]=[C:11]2[C:23]([CH3:26])([CH3:25])[CH3:24])[CH2:4][CH2:5][CH2:6][CH2:7][CH2:8]1. The catalyst class is: 1.